From a dataset of Full USPTO retrosynthesis dataset with 1.9M reactions from patents (1976-2016). Predict the reactants needed to synthesize the given product. (1) The reactants are: Cl[C:2]1[C:7]([CH2:8][CH2:9]Cl)=[C:6]([C:11]2[CH:16]=[CH:15][CH:14]=[C:13]([O:17][CH3:18])[CH:12]=2)[N:5]=[C:4]([N:19]2[CH2:24][CH2:23][O:22][CH2:21][CH2:20]2)[N:3]=1.[OH:25][C:26]1[CH:31]=[CH:30][C:29]([NH2:32])=[CH:28][N:27]=1. Given the product [CH3:18][O:17][C:13]1[CH:12]=[C:11]([C:6]2[C:7]3[CH2:8][CH2:9][N:32]([C:29]4[CH:30]=[CH:31][C:26]([OH:25])=[N:27][CH:28]=4)[C:2]=3[N:3]=[C:4]([N:19]3[CH2:24][CH2:23][O:22][CH2:21][CH2:20]3)[N:5]=2)[CH:16]=[CH:15][CH:14]=1, predict the reactants needed to synthesize it. (2) Given the product [CH2:36]([CH:30]([CH2:31][SH:32])[C:29]([NH:28][CH:6]([CH2:7][C:8]1[CH:13]=[CH:12][C:11]([O:14][CH2:15][CH2:16][NH:17][CH2:18][C:19]([N:21]2[CH2:25][CH2:24][CH2:23][CH:22]2[C:26]#[N:27])=[O:20])=[CH:10][CH:9]=1)[C:5]([OH:44])=[O:4])=[O:43])[C:37]1[CH:38]=[CH:39][CH:40]=[CH:41][CH:42]=1, predict the reactants needed to synthesize it. The reactants are: [OH-].[Li+].C[O:4][C:5](=[O:44])[CH:6]([NH:28][C:29](=[O:43])[CH:30]([CH2:36][C:37]1[CH:42]=[CH:41][CH:40]=[CH:39][CH:38]=1)[CH2:31][S:32]C(=O)C)[CH2:7][C:8]1[CH:13]=[CH:12][C:11]([O:14][CH2:15][CH2:16][NH:17][CH2:18][C:19]([N:21]2[CH2:25][CH2:24][CH2:23][CH:22]2[C:26]#[N:27])=[O:20])=[CH:10][CH:9]=1. (3) Given the product [CH:20]([C:8]1[CH:7]=[CH:6][C:5]([O:10][CH3:11])=[C:4]([CH:1]([CH3:3])[CH3:2])[CH:9]=1)=[O:21], predict the reactants needed to synthesize it. The reactants are: [CH:1]([C:4]1[CH:9]=[CH:8][CH:7]=[CH:6][C:5]=1[O:10][CH3:11])([CH3:3])[CH3:2].O=P(Cl)(Cl)Cl.CN([CH:20]=[O:21])C. (4) Given the product [CH2:12]([NH:19][C:20]([C:22]1[S:26][C:25]([NH:27][C:5](=[O:6])[C:4]2[CH:8]=[CH:9][C:10]([Cl:11])=[C:2]([Cl:1])[CH:3]=2)=[N:24][C:23]=1[CH3:28])=[O:21])[C:13]1[CH:18]=[CH:17][CH:16]=[CH:15][CH:14]=1, predict the reactants needed to synthesize it. The reactants are: [Cl:1][C:2]1[CH:3]=[C:4]([CH:8]=[CH:9][C:10]=1[Cl:11])[C:5](Cl)=[O:6].[CH2:12]([NH:19][C:20]([C:22]1[S:26][C:25]([NH2:27])=[N:24][C:23]=1[CH3:28])=[O:21])[C:13]1[CH:18]=[CH:17][CH:16]=[CH:15][CH:14]=1. (5) Given the product [Cl:47][C:38]1[C:39]([C:43]([F:45])([F:44])[F:46])=[CH:40][CH:41]=[CH:42][C:37]=1[C:36]([NH:35][C@H:21]([C:22]1[CH:27]=[CH:26][C:25]([S:28]([CH2:31][CH:32]2[CH2:33][CH2:34]2)(=[O:29])=[O:30])=[CH:24][CH:23]=1)[C@@H:11]1[CH2:10][C@@H:9]([OH:8])[CH2:13][N:12]1[C:14]([O:16][C:17]([CH3:19])([CH3:20])[CH3:18])=[O:15])=[O:48], predict the reactants needed to synthesize it. The reactants are: C([O:8][C@H:9]1[CH2:13][N:12]([C:14]([O:16][C:17]([CH3:20])([CH3:19])[CH3:18])=[O:15])[C@H:11]([C@H:21]([NH:35][C:36](=[O:48])[C:37]2[CH:42]=[CH:41][CH:40]=[C:39]([C:43]([F:46])([F:45])[F:44])[C:38]=2[Cl:47])[C:22]2[CH:27]=[CH:26][C:25]([S:28]([CH2:31][CH:32]3[CH2:34][CH2:33]3)(=[O:30])=[O:29])=[CH:24][CH:23]=2)[CH2:10]1)C1C=CC=CC=1.C(O[C@H]1CN(C(OC(C)(C)C)=O)[C@H](C(O)=O)C1)C1C=CC=CC=1.C(C1C(=O)C(Cl)=C(Cl)C(=O)C=1C#N)#N.C1CC=CCC=1.